From a dataset of Forward reaction prediction with 1.9M reactions from USPTO patents (1976-2016). Predict the product of the given reaction. (1) Given the reactants [CH3:1][N:2]([CH3:18])[C:3]1[CH:8]=[C:7]([NH:9][C:10]2[CH:15]=[CH:14][C:13]([CH3:16])=[CH:12][CH:11]=2)[N:6]=[C:5]([NH2:17])[N:4]=1.[C:19]1([CH2:25][C:26](Cl)=[O:27])[CH:24]=[CH:23][CH:22]=[CH:21][CH:20]=1.C(N(CC)CC)C, predict the reaction product. The product is: [CH3:18][N:2]([CH3:1])[C:3]1[CH:8]=[C:7]([NH:9][C:10]2[CH:15]=[CH:14][C:13]([CH3:16])=[CH:12][CH:11]=2)[N:6]=[C:5]([NH:17][C:26](=[O:27])[CH2:25][C:19]2[CH:24]=[CH:23][CH:22]=[CH:21][CH:20]=2)[N:4]=1. (2) Given the reactants [Cl:1][C:2]1[CH:8]=[CH:7][C:5]([NH2:6])=[CH:4][CH:3]=1.[OH-].[Na+].[CH2:11](Br)[CH:12]=[CH2:13], predict the reaction product. The product is: [CH2:13]([NH:6][C:5]1[CH:7]=[CH:8][C:2]([Cl:1])=[CH:3][CH:4]=1)[CH:12]=[CH2:11]. (3) The product is: [CH2:12]([O:11][C:9](=[O:10])[CH:8]([NH2:14])[C:6]#[N:7])[CH3:13]. Given the reactants C(=O)(O)[O-].[Na+].[C:6]([C:8](=[N:14]O)[C:9]([O:11][CH2:12][CH3:13])=[O:10])#[N:7].S(S([O-])=O)([O-])=O.[Na+].[Na+].II, predict the reaction product.